Dataset: Catalyst prediction with 721,799 reactions and 888 catalyst types from USPTO. Task: Predict which catalyst facilitates the given reaction. (1) Reactant: [OH:1][C:2]1[C:7]([O:8][CH3:9])=[C:6]([O:10][CH3:11])[CH:5]=[CH:4][C:3]=1[C:12]1[CH:20]=[CH:19][CH:18]=[C:17]2[C:13]=1[CH2:14][CH2:15][C:16]2=[O:21].C(=O)([O-])[O-].[K+].[K+].Br[CH2:29][C:30]1([CH2:34][O:35][CH3:36])[CH2:33][O:32][CH2:31]1. Product: [CH3:9][O:8][C:7]1[C:2]([O:1][CH2:29][C:30]2([CH2:34][O:35][CH3:36])[CH2:33][O:32][CH2:31]2)=[C:3]([C:12]2[CH:20]=[CH:19][CH:18]=[C:17]3[C:13]=2[CH2:14][CH2:15][C:16]3=[O:21])[CH:4]=[CH:5][C:6]=1[O:10][CH3:11]. The catalyst class is: 47. (2) Reactant: [CH2:1]([O:3][C:4]([C:6]1[CH:11]=[CH:10][C:9]([C:12]2[CH2:13][CH2:14][N:15]([C:18]([O:20][C:21]([CH3:24])([CH3:23])[CH3:22])=[O:19])[CH2:16][CH:17]=2)=[CH:8][CH:7]=1)=[O:5])[CH3:2]. Product: [CH2:1]([O:3][C:4]([C:6]1[CH:7]=[CH:8][C:9]([CH:12]2[CH2:17][CH2:16][N:15]([C:18]([O:20][C:21]([CH3:22])([CH3:24])[CH3:23])=[O:19])[CH2:14][CH2:13]2)=[CH:10][CH:11]=1)=[O:5])[CH3:2]. The catalyst class is: 63. (3) Reactant: Cl[C:2]1[C:7]([F:8])=[CH:6][N:5]=[C:4]2[NH:9][C:10]([CH:12]3[CH2:17][CH2:16][N:15]([C:18]([O:20][C:21]([CH3:24])([CH3:23])[CH3:22])=[O:19])[CH2:14][CH2:13]3)=[CH:11][C:3]=12.[F:25][C:26]1[CH:27]=[CH:28][C:29]([O:35][CH3:36])=[C:30](B(O)O)[CH:31]=1.P([O-])([O-])([O-])=O.[K+].[K+].[K+]. Product: [F:8][C:7]1[C:2]([C:28]2[CH:27]=[C:26]([F:25])[CH:31]=[CH:30][C:29]=2[O:35][CH3:36])=[C:3]2[CH:11]=[C:10]([CH:12]3[CH2:17][CH2:16][N:15]([C:18]([O:20][C:21]([CH3:24])([CH3:23])[CH3:22])=[O:19])[CH2:14][CH2:13]3)[NH:9][C:4]2=[N:5][CH:6]=1. The catalyst class is: 30. (4) Reactant: [OH:1][C:2]1[CH:3]=[C:4]2[C:9](=[CH:10][CH:11]=1)[CH:8]=[C:7]([B:12]1[O:20][C:17]([CH3:19])([CH3:18])[C:14]([CH3:16])([CH3:15])[O:13]1)[CH:6]=[CH:5]2.CCN([CH2:26][CH3:27])CC. The catalyst class is: 2. Product: [O:1]([C:2]1[CH:3]=[C:4]2[C:9](=[CH:10][CH:11]=1)[CH:8]=[C:7]([B:12]1[O:20][C:17]([CH3:19])([CH3:18])[C:14]([CH3:15])([CH3:16])[O:13]1)[CH:6]=[CH:5]2)[C:27]1[CH:26]=[CH:10][CH:11]=[CH:2][CH:3]=1. (5) Reactant: [CH3:1][C:2]1[CH:11]=[CH:10][C:9]2[C:4](=[CH:5][CH:6]=[CH:7][C:8]=2[N:12]2[CH2:17][CH2:16][NH:15][CH2:14][CH2:13]2)[N:3]=1.[Cl:18][CH2:19][C:20]([C:22]1[CH:23]=[CH:24][C:25]2[O:30][CH2:29][C:28](=[O:31])[NH:27][C:26]=2[CH:32]=1)=[O:21].C(N(CC)C(C)C)(C)C. Product: [ClH:18].[CH3:1][C:2]1[CH:11]=[CH:10][C:9]2[C:4](=[CH:5][CH:6]=[CH:7][C:8]=2[N:12]2[CH2:17][CH2:16][N:15]([CH2:19][C:20]([C:22]3[CH:23]=[CH:24][C:25]4[O:30][CH2:29][C:28](=[O:31])[NH:27][C:26]=4[CH:32]=3)=[O:21])[CH2:14][CH2:13]2)[N:3]=1. The catalyst class is: 10. (6) Reactant: [C:1]1([N:7]([C:20]2[CH:25]=[CH:24][CH:23]=[CH:22][CH:21]=2)[C:8]2[C:13]([CH3:14])=[CH:12][C:11]([C:15]([CH3:18])([CH3:17])[CH3:16])=[CH:10][C:9]=2[CH3:19])[CH:6]=[CH:5][CH:4]=[CH:3][CH:2]=1.[Br:26]N1C(=O)CCC1=O.CN(C)C=O. Product: [Br:26][C:4]1[CH:5]=[CH:6][C:1]([N:7]([C:8]2[C:13]([CH3:14])=[CH:12][C:11]([C:15]([CH3:18])([CH3:16])[CH3:17])=[CH:10][C:9]=2[CH3:19])[C:20]2[CH:25]=[CH:24][CH:23]=[CH:22][CH:21]=2)=[CH:2][CH:3]=1. The catalyst class is: 11.